This data is from Reaction yield outcomes from USPTO patents with 853,638 reactions. The task is: Predict the reaction yield, written as a fraction of the theoretical maximum amount of product (1.0 means a 100% yield; for example, 0.34 means a 34% yield). (1) The reactants are [CH2:1]([N:8]1[CH2:15][CH:14]2[O:16][CH:10]([CH2:11][NH:12][CH2:13]2)[CH2:9]1)[C:2]1[CH:7]=[CH:6][CH:5]=[CH:4][CH:3]=1.[C:17]([C:19]1[CH:44]=[CH:43][C:22]([O:23][CH2:24][CH2:25][N:26]([CH2:30][CH2:31]OS(C2C=CC(C)=CC=2)(=O)=O)[C:27]([NH2:29])=[O:28])=[CH:21][CH:20]=1)#[N:18].C(Cl)Cl. The catalyst is C(#N)C. The product is [CH2:1]([N:8]1[CH2:15][CH:14]2[O:16][CH:10]([CH2:11][N:12]([CH2:31][CH2:30][N:26]([CH2:25][CH2:24][O:23][C:22]3[CH:21]=[CH:20][C:19]([C:17]#[N:18])=[CH:44][CH:43]=3)[C:27]([NH2:29])=[O:28])[CH2:13]2)[CH2:9]1)[C:2]1[CH:3]=[CH:4][CH:5]=[CH:6][CH:7]=1. The yield is 0.519. (2) The reactants are [F:1][C:2]1[CH:7]=[CH:6][CH:5]=[C:4]([O:8][C:9]2[CH:14]=[CH:13][C:12](I)=[CH:11][CH:10]=2)[C:3]=1[F:16].[CH3:17][C:18]1([CH3:34])[C:22]([CH3:24])([CH3:23])[O:21][B:20]([B:20]2[O:21][C:22]([CH3:24])([CH3:23])[C:18]([CH3:34])([CH3:17])[O:19]2)[O:19]1.C([O-])(=O)C.[K+]. The catalyst is CN(C)C=O.O.CC([O-])=O.CC([O-])=O.[Pd+2]. The product is [F:16][C:3]1[C:2]([F:1])=[CH:7][CH:6]=[CH:5][C:4]=1[O:8][C:9]1[CH:14]=[CH:13][C:12]([B:20]2[O:21][C:22]([CH3:24])([CH3:23])[C:18]([CH3:34])([CH3:17])[O:19]2)=[CH:11][CH:10]=1. The yield is 0.750. (3) The reactants are [Cl:1][C:2]1[C:7]2[C:8](=[O:12])[NH:9][CH:10](O)[C:6]=2[C:5]([F:13])=[C:4]([Cl:14])[N:3]=1.C(Cl)Cl.C(O)(C(F)(F)F)=O.[SiH](CC)(CC)CC. The catalyst is C(OC)(C)(C)C. The product is [Cl:1][C:2]1[C:7]2[C:8](=[O:12])[NH:9][CH2:10][C:6]=2[C:5]([F:13])=[C:4]([Cl:14])[N:3]=1. The yield is 0.940.